Dataset: Catalyst prediction with 721,799 reactions and 888 catalyst types from USPTO. Task: Predict which catalyst facilitates the given reaction. (1) Reactant: [Br:1][C:2]1[C:11](=[O:12])[C:10]2[C:5](=[CH:6][C:7]([OH:13])=[CH:8][CH:9]=2)[O:4][C:3]=1[CH:14]([CH3:16])[CH3:15].[N+:17]([O-])([OH:19])=[O:18]. Product: [Br:1][C:2]1[C:11](=[O:12])[C:10]2[C:5](=[C:6]([N+:17]([O-:19])=[O:18])[C:7]([OH:13])=[CH:8][CH:9]=2)[O:4][C:3]=1[CH:14]([CH3:16])[CH3:15]. The catalyst class is: 65. (2) Reactant: [CH2:1]([C:3]1[CH:4]=[C:5]([C:22]#[N:23])[C:6]([C:16]2[CH:21]=[CH:20][CH:19]=[CH:18][CH:17]=2)=[C:7]([C:9]2[CH:14]=[CH:13][C:12]([OH:15])=[CH:11][CH:10]=2)[CH:8]=1)[CH3:2].[NH2:24][OH:25]. Product: [CH2:1]([C:3]1[CH:4]=[C:5]([C:22](=[N:24][OH:25])[NH2:23])[C:6]([C:16]2[CH:17]=[CH:18][CH:19]=[CH:20][CH:21]=2)=[C:7]([C:9]2[CH:14]=[CH:13][C:12]([OH:15])=[CH:11][CH:10]=2)[CH:8]=1)[CH3:2]. The catalyst class is: 16. (3) Reactant: [F:1][C@H:2]1[CH2:6][NH2+:5][C@@H:4]2[C@@H:7]([OH:10])[CH2:8][O:9][C@H:3]12.[Cl-].[CH3:12][CH:13]([CH3:41])[CH2:14][C@H:15]([NH:19][C@@H:20]([C:25]1[CH:30]=[CH:29][C:28]([C:31]2[CH:36]=[CH:35][C:34]([S:37]([CH3:40])(=[O:39])=[O:38])=[CH:33][CH:32]=2)=[CH:27][CH:26]=1)[C:21]([F:24])([F:23])[F:22])[C:16](O)=[O:17].C1(N=C=NC2CCCCC2)CCCCC1.C(N(C(C)C)CC)(C)C. Product: [F:1][C@H:2]1[CH2:6][N:5]([C:16](=[O:17])[C@@H:15]([NH:19][C@@H:20]([C:25]2[CH:30]=[CH:29][C:28]([C:31]3[CH:36]=[CH:35][C:34]([S:37]([CH3:40])(=[O:39])=[O:38])=[CH:33][CH:32]=3)=[CH:27][CH:26]=2)[C:21]([F:24])([F:22])[F:23])[CH2:14][CH:13]([CH3:41])[CH3:12])[C@@H:4]2[C@@H:7]([OH:10])[CH2:8][O:9][C@H:3]12. The catalyst class is: 2. (4) Reactant: C(OC([N:8]1[CH:13]2[CH2:14][CH2:15][CH:9]1[C:10]([C:35](O)=[O:36])=[C:11]([C:16]1[CH:21]=[CH:20][C:19]([CH2:22][CH2:23][CH2:24][O:25][C:26]3[C:31]([F:32])=[CH:30][CH:29]=[C:28]([F:33])[C:27]=3[F:34])=[CH:18][CH:17]=1)[CH2:12]2)=O)(C)(C)C.[CH:38]1([NH:41][CH2:42][C:43]2[CH:48]=[CH:47][CH:46]=[C:45]([Cl:49])[C:44]=2[Cl:50])[CH2:40][CH2:39]1.CCN(C(C)C)C(C)C.C1C=CC2N(O)N=NC=2C=1.CCN=C=NCCCN(C)C.Cl.Cl. Product: [CH:38]1([N:41]([CH2:42][C:43]2[CH:48]=[CH:47][CH:46]=[C:45]([Cl:49])[C:44]=2[Cl:50])[C:35]([C:10]2[CH:9]3[NH:8][CH:13]([CH2:12][C:11]=2[C:16]2[CH:21]=[CH:20][C:19]([CH2:22][CH2:23][CH2:24][O:25][C:26]4[C:31]([F:32])=[CH:30][CH:29]=[C:28]([F:33])[C:27]=4[F:34])=[CH:18][CH:17]=2)[CH2:14][CH2:15]3)=[O:36])[CH2:39][CH2:40]1. The catalyst class is: 79. (5) Reactant: [F:1][C:2]1[CH:10]=[CH:9][C:5]([C:6]([OH:8])=[O:7])=[CH:4][C:3]=1[OH:11].CN(C)[CH:14]=[O:15].[C:17](=O)([O-])[O-].[K+].[K+].Br[CH2:24][CH2:25][CH2:26][O:27][CH3:28].[C:29](#N)[CH3:30]. Product: [F:1][C:2]1[CH:10]=[CH:9][C:5]([C:6]([O:8][CH2:24][CH2:25][CH2:26][O:27][CH3:28])=[O:7])=[CH:4][C:3]=1[O:11][CH2:17][CH2:29][CH2:30][O:15][CH3:14]. The catalyst class is: 6. (6) Reactant: Br[CH2:2][C:3]1[N:7]([CH3:8])[N:6]=[C:5]([N+:9]([O-:11])=[O:10])[CH:4]=1.Cl.[F:13][C:14]1([F:18])[CH2:17][NH:16][CH2:15]1.CCN(C(C)C)C(C)C. Product: [F:13][C:14]1([F:18])[CH2:17][N:16]([CH2:2][C:3]2[N:7]([CH3:8])[N:6]=[C:5]([N+:9]([O-:11])=[O:10])[CH:4]=2)[CH2:15]1. The catalyst class is: 3. (7) Reactant: [F:1][C:2]([F:23])([F:22])[C:3]1[CH:4]=[C:5]2[C:10](=[CH:11][CH:12]=1)[NH:9][CH:8]([C:13]([F:16])([F:15])[F:14])[C:7]([C:17]([O:19]CC)=[O:18])=[CH:6]2.[OH-].[Li+].Cl.C(OCC)C. Product: [F:23][C:2]([F:1])([F:22])[C:3]1[CH:4]=[C:5]2[C:10](=[CH:11][CH:12]=1)[NH:9][CH:8]([C:13]([F:15])([F:16])[F:14])[C:7]([C:17]([OH:19])=[O:18])=[CH:6]2. The catalyst class is: 364. (8) Reactant: [Cl:1][C:2]1[C:3]2[C:4]3[CH2:15][N:14]([CH3:16])[CH2:13][CH2:12][C:5]=3[NH:6][C:7]=2[C:8]([F:11])=[CH:9][CH:10]=1.[H-].[Na+].CC1C=CC(S(O[CH2:30][CH2:31][C:32]2[CH:33]=[N:34][C:35]([CH3:38])=[CH:36][CH:37]=2)(=O)=O)=CC=1. Product: [Cl:1][C:2]1[C:3]2[C:4]3[CH2:15][N:14]([CH3:16])[CH2:13][CH2:12][C:5]=3[N:6]([CH2:30][CH2:31][C:32]3[CH:33]=[N:34][C:35]([CH3:38])=[CH:36][CH:37]=3)[C:7]=2[C:8]([F:11])=[CH:9][CH:10]=1. The catalyst class is: 3. (9) Reactant: [F:1][C:2]1[CH:3]=[C:4]([NH:10][NH2:11])[CH:5]=[CH:6][C:7]=1[O:8][CH3:9].[ClH:12]. Product: [ClH:12].[F:1][C:2]1[CH:3]=[C:4]([NH:10][NH2:11])[CH:5]=[CH:6][C:7]=1[O:8][CH3:9]. The catalyst class is: 8. (10) Reactant: C[O:2][C:3](=O)[C:4]([N:13](N)[CH2:14][CH:15](C(OCC1C2C(=CC=CC=2)C2C1=CC=CC=2)=O)[CH2:16][O:17]C(C)(C)C)([CH2:9][CH2:10][CH2:11][CH3:12])[CH2:5][CH2:6][CH2:7][CH3:8].C(=O)(O)[O-].[Na+].[C:46](Cl)([O:48][CH2:49][CH:50]1[C:62]2[C:57](=[CH:58][CH:59]=[CH:60][CH:61]=2)[C:56]2[C:51]1=[CH:52][CH:53]=[CH:54][CH:55]=2)=[O:47].C([NH:66]CC)C. Product: [C:46]([N:13]1[CH2:14][CH:15]([CH2:16][OH:17])[NH:66][C:3](=[O:2])[C:4]1([CH2:9][CH2:10][CH2:11][CH3:12])[CH2:5][CH2:6][CH2:7][CH3:8])([O:48][CH2:49][CH:50]1[C:62]2[C:57](=[CH:58][CH:59]=[CH:60][CH:61]=2)[C:56]2[C:51]1=[CH:52][CH:53]=[CH:54][CH:55]=2)=[O:47]. The catalyst class is: 84.